From a dataset of Reaction yield outcomes from USPTO patents with 853,638 reactions. Predict the reaction yield, written as a fraction of the theoretical maximum amount of product (1.0 means a 100% yield; for example, 0.34 means a 34% yield). (1) The reactants are [Cl:1][C:2]1[CH:3]=[CH:4][C:5]([O:29][CH:30]([F:32])[F:31])=[C:6]([C:8]2[C:12]([NH:13][C:14]([C:16]3[CH:17]=[N:18][N:19]4[CH:24]=[CH:23][CH:22]=[N:21][C:20]=34)=[O:15])=[CH:11][N:10]([CH2:25][CH:26]3[CH2:28][O:27]3)[N:9]=2)[CH:7]=1.CCN(C(C)C)C(C)C.[NH:42]1[CH2:47][CH2:46][O:45][CH2:44][CH2:43]1. The catalyst is CN(C)C=O.C(OCC)(=O)C. The product is [Cl:1][C:2]1[CH:3]=[CH:4][C:5]([O:29][CH:30]([F:32])[F:31])=[C:6]([C:8]2[C:12]([NH:13][C:14]([C:16]3[CH:17]=[N:18][N:19]4[CH:24]=[CH:23][CH:22]=[N:21][C:20]=34)=[O:15])=[CH:11][N:10]([CH2:25][CH:26]([OH:27])[CH2:28][N:42]3[CH2:47][CH2:46][O:45][CH2:44][CH2:43]3)[N:9]=2)[CH:7]=1. The yield is 0.670. (2) The reactants are Br[C:2]1[N:3]([C:13]2[N:14]=[CH:15][N:16]=[C:17]([NH2:20])[C:18]=2[N:19]=1)[C@@H:4]1[O:12][C@H:9]([CH2:10][OH:11])[C@@H:7]([OH:8])[C@H:5]1[OH:6].C[Si](C)(C)N[Si](C)(C)C.[CH2:30]([Sn](CC)(CC)CC)[CH3:31]. The yield is 0.00100. The catalyst is O1CCOCC1.C1C=CC([P]([Pd]([P](C2C=CC=CC=2)(C2C=CC=CC=2)C2C=CC=CC=2)([P](C2C=CC=CC=2)(C2C=CC=CC=2)C2C=CC=CC=2)[P](C2C=CC=CC=2)(C2C=CC=CC=2)C2C=CC=CC=2)(C2C=CC=CC=2)C2C=CC=CC=2)=CC=1. The product is [NH4+:3].[OH-:6].[CH2:30]([C:2]1[N:3]([C:13]2[N:14]=[CH:15][N:16]=[C:17]([NH2:20])[C:18]=2[N:19]=1)[C@@H:4]1[O:12][C@H:9]([CH2:10][OH:11])[C@@H:7]([OH:8])[C@H:5]1[OH:6])[CH3:31]. (3) The reactants are [Si:1]([O:8][CH2:9][C@@H:10]1[C@H:14]2[O:15][C:16]([CH3:19])([CH3:18])[O:17][C@H:13]2[C@H:12]([N:20]2[CH:28]=[N:27][C:26]3[C:21]2=[N:22][CH:23]=[N:24][C:25]=3[CH:29]=[CH2:30])[O:11]1)([C:4]([CH3:7])([CH3:6])[CH3:5])([CH3:3])[CH3:2].[CH3:31][O-:32].[Na+]. The product is [Si:1]([O:8][CH2:9][C@@H:10]1[C@H:14]2[O:15][C:16]([CH3:19])([CH3:18])[O:17][C@H:13]2[C@H:12]([N:20]2[CH:28]=[N:27][C:26]3[C:21]2=[N:22][CH:23]=[N:24][C:25]=3[CH2:29][CH2:30][O:32][CH3:31])[O:11]1)([C:4]([CH3:7])([CH3:6])[CH3:5])([CH3:2])[CH3:3]. The yield is 0.660. The catalyst is C(Cl)Cl. (4) The reactants are [OH-].[Na+].[CH3:3][O:4][C:5]1[CH:6]=[CH:7][C:8]2[O:12]C(=O)[S:10][C:9]=2[CH:14]=1.Cl. The catalyst is C(O)C. The product is [SH:10][C:9]1[CH:14]=[C:5]([O:4][CH3:3])[CH:6]=[CH:7][C:8]=1[OH:12]. The yield is 1.00. (5) The reactants are Br[C:2]1[CH:3]=[C:4]2[C:9](=[CH:10][C:11]=1[O:12][CH2:13][C:14]1[CH:22]=[CH:21][C:17]([C:18]([OH:20])=[O:19])=[CH:16][CH:15]=1)[NH:8][C:7](=[O:23])[CH2:6][CH2:5]2.[Cl:24][C:25]1[CH:30]=[CH:29][C:28](B(O)O)=[CH:27][CH:26]=1.C(=O)(O)[O-].[Na+].O. The catalyst is CN(C)C=O.C(OCC)(=O)C.C1C=CC([P]([Pd]([P](C2C=CC=CC=2)(C2C=CC=CC=2)C2C=CC=CC=2)([P](C2C=CC=CC=2)(C2C=CC=CC=2)C2C=CC=CC=2)[P](C2C=CC=CC=2)(C2C=CC=CC=2)C2C=CC=CC=2)(C2C=CC=CC=2)C2C=CC=CC=2)=CC=1. The product is [Cl:24][C:25]1[CH:30]=[CH:29][C:28]([C:2]2[CH:3]=[C:4]3[C:9](=[CH:10][C:11]=2[O:12][CH2:13][C:14]2[CH:22]=[CH:21][C:17]([C:18]([OH:20])=[O:19])=[CH:16][CH:15]=2)[NH:8][C:7](=[O:23])[CH2:6][CH2:5]3)=[CH:27][CH:26]=1. The yield is 0.660. (6) The reactants are [CH2:1]([C:19]1[CH:24]=[CH:23][C:22]([S:25](Cl)(=[O:27])=[O:26])=[CH:21][CH:20]=1)[CH2:2][CH2:3][CH2:4][CH2:5][CH2:6][CH2:7][CH2:8][CH2:9][CH2:10][CH2:11][CH2:12][CH2:13][CH2:14][CH2:15][CH2:16][CH2:17][CH3:18].[S:29]1[CH:33]=[N:32][N:31]=[C:30]1[NH2:34].Cl. The catalyst is N1C=CC=CC=1. The product is [CH2:1]([C:19]1[CH:24]=[CH:23][C:22]([S:25]([NH:34][C:30]2[S:29][CH:33]=[N:32][N:31]=2)(=[O:27])=[O:26])=[CH:21][CH:20]=1)[CH2:2][CH2:3][CH2:4][CH2:5][CH2:6][CH2:7][CH2:8][CH2:9][CH2:10][CH2:11][CH2:12][CH2:13][CH2:14][CH2:15][CH2:16][CH2:17][CH3:18]. The yield is 0.510. (7) The reactants are C1(C)C=C[C:4]([S:7]([OH:10])(=[O:9])=[O:8])=CC=1.[CH3:12][CH:13]([CH3:20])[CH2:14][C:15]([O:17][CH2:18]Cl)=[O:16]. The catalyst is C(#N)C.[Ag]. The product is [CH3:12][CH:13]([CH3:20])[CH2:14][C:15]([O:17][CH2:18][O:10][S:7]([CH3:4])(=[O:8])=[O:9])=[O:16]. The yield is 0.350. (8) The reactants are C([N:8]1[CH2:13][CH2:12][N:11]([C:14]2[N:19]=[CH:18][C:17]([N:20]([CH3:40])[C:21](=[O:39])[C:22]([C:25]3[CH:30]=[C:29]([C:31]([F:34])([F:33])[F:32])[CH:28]=[C:27]([C:35]([F:38])([F:37])[F:36])[CH:26]=3)([CH3:24])[CH3:23])=[C:16]([C:41]3[CH:46]=[CH:45][C:44]([F:47])=[CH:43][C:42]=3[CH3:48])[CH:15]=2)[C@H:10]([CH3:49])[CH2:9]1)C1C=CC=CC=1. The catalyst is C(O)(=O)C. The product is [F:38][C:35]([F:36])([F:37])[C:27]1[CH:26]=[C:25]([C:22]([CH3:23])([CH3:24])[C:21]([N:20]([C:17]2[CH:18]=[N:19][C:14]([N:11]3[CH2:12][CH2:13][NH:8][CH2:9][C@H:10]3[CH3:49])=[CH:15][C:16]=2[C:41]2[CH:46]=[CH:45][C:44]([F:47])=[CH:43][C:42]=2[CH3:48])[CH3:40])=[O:39])[CH:30]=[C:29]([C:31]([F:32])([F:33])[F:34])[CH:28]=1. The yield is 0.980. (9) No catalyst specified. The yield is 0.850. The product is [NH2:23][C:2]1[CH:10]=[CH:9][CH:8]=[C:7]2[C:3]=1[CH2:4][N:5]([CH:12]1[CH2:17][CH2:16][C:15](=[O:18])[NH:14][C:13]1=[O:19])[C:6]2=[O:11]. The reactants are Cl[C:2]1[CH:10]=[CH:9][CH:8]=[C:7]2[C:3]=1[CH2:4][N:5]([CH:12]1[CH2:17][CH2:16][C:15](=[O:18])[NH:14][C:13]1=[O:19])[C:6]2=[O:11].C([O-])=O.[NH4+:23]. (10) The reactants are [NH2:1][C:2]1[C:7]([C:8]2[CH:20]=[CH:19][C:11]([C:12]([O:14][C:15]([CH3:18])([CH3:17])[CH3:16])=[O:13])=[C:10]([F:21])[CH:9]=2)=[CH:6][CH:5]=[CH:4][N:3]=1.C1C(=O)N([Br:29])C(=O)C1.C([O-])(O)=O.[Na+].[O-]S([O-])(=S)=O.[Na+].[Na+]. The catalyst is C(#N)C.C(OCC)(=O)C. The product is [NH2:1][C:2]1[C:7]([C:8]2[CH:20]=[CH:19][C:11]([C:12]([O:14][C:15]([CH3:17])([CH3:18])[CH3:16])=[O:13])=[C:10]([F:21])[CH:9]=2)=[CH:6][C:5]([Br:29])=[CH:4][N:3]=1. The yield is 0.900.